Dataset: Forward reaction prediction with 1.9M reactions from USPTO patents (1976-2016). Task: Predict the product of the given reaction. Given the reactants [F:1][C:2]1[CH:7]=[CH:6][C:5]([NH:8][C:9]([C:11]2([C:14]([OH:16])=O)[CH2:13][CH2:12]2)=[O:10])=[CH:4][CH:3]=1.C1(C(O)=O)(C(O)=O)CC1.FC1C=CC([NH2:31])=CC=1.C(Cl)(=O)C(Cl)=O.[F:40][C:41]1[CH:42]=[C:43]([CH:45]=[CH:46][C:47]=1[O:48][C:49]1[CH:54]=[CH:53][N:52]=[C:51]2[CH:55]=[C:56]([I:58])[S:57][C:50]=12)N.C([O-])(O)=O.[Na+], predict the reaction product. The product is: [F:40][C:41]1[CH:42]=[C:43]([N:8]([C:5]2[CH:4]=[CH:3][C:2]([F:1])=[CH:7][CH:6]=2)[C:9]([C:11]2([C:14]([NH2:31])=[O:16])[CH2:12][CH2:13]2)=[O:10])[CH:45]=[CH:46][C:47]=1[O:48][C:49]1[CH:54]=[CH:53][N:52]=[C:51]2[CH:55]=[C:56]([I:58])[S:57][C:50]=12.